From a dataset of Catalyst prediction with 721,799 reactions and 888 catalyst types from USPTO. Predict which catalyst facilitates the given reaction. Reactant: CON(C)[C:4]([CH2:6][C@@H:7]1[CH2:11][C:10]([F:13])([F:12])[CH2:9][N:8]1[C:14]([O:16][C:17]([CH3:20])([CH3:19])[CH3:18])=[O:15])=[O:5].[CH3:22][C:23]([CH3:27])=[CH:24][Mg]Br. Product: [F:13][C:10]1([F:12])[CH2:9][N:8]([C:14]([O:16][C:17]([CH3:18])([CH3:19])[CH3:20])=[O:15])[C@H:7]([CH2:6][C:4](=[O:5])[CH:22]=[C:23]([CH3:27])[CH3:24])[CH2:11]1. The catalyst class is: 1.